From a dataset of Forward reaction prediction with 1.9M reactions from USPTO patents (1976-2016). Predict the product of the given reaction. (1) Given the reactants Br[C:2]1[CH:7]=[CH:6][C:5]([CH:8]([CH3:26])[C:9]([C:15]2[CH:16]=[CH:17][C:18]3[O:22][C:21](=[O:23])[N:20]([CH3:24])[C:19]=3[CH:25]=2)([OH:14])[C:10]([F:13])([F:12])[F:11])=[C:4]([Cl:27])[CH:3]=1.[CH3:28][O:29][C:30]1[CH:31]=[C:32](B(O)O)[CH:33]=[CH:34][C:35]=1[C:36]([O:38][CH3:39])=[O:37], predict the reaction product. The product is: [CH3:39][O:38][C:36]([C:35]1[CH:34]=[CH:33][C:32]([C:2]2[CH:7]=[CH:6][C:5]([CH:8]([CH3:26])[C:9]([OH:14])([C:15]3[CH:16]=[CH:17][C:18]4[O:22][C:21](=[O:23])[N:20]([CH3:24])[C:19]=4[CH:25]=3)[C:10]([F:11])([F:13])[F:12])=[C:4]([Cl:27])[CH:3]=2)=[CH:31][C:30]=1[O:29][CH3:28])=[O:37]. (2) Given the reactants [C:1]1([O:7][CH3:8])[CH:6]=[CH:5][CH:4]=[CH:3][CH:2]=1.[C:9](OC(=O)C)(=[O:11])[CH3:10], predict the reaction product. The product is: [CH3:8][O:7][C:1]1[CH:6]=[CH:5][C:4]([C:9](=[O:11])[CH3:10])=[CH:3][CH:2]=1. (3) Given the reactants [Cl:1][C:2]1[CH:8]=[C:7]([O:9][C:10]2[C:19]3[C:14](=[CH:15][C:16]([O:22][CH3:23])=[C:17]([O:20][CH3:21])[CH:18]=3)[N:13]=[CH:12][CH:11]=2)[CH:6]=[CH:5][C:3]=1[NH2:4].C(N(CC)CC)C.ClC(Cl)(O[C:35](=[O:41])OC(Cl)(Cl)Cl)Cl.[Br:43][C:44]1[CH:45]=[C:46]([C@H:50]([NH2:52])[CH3:51])[CH:47]=[CH:48][CH:49]=1, predict the reaction product. The product is: [Br:43][C:44]1[CH:45]=[C:46]([C@H:50]([NH:52][C:35]([NH:4][C:3]2[CH:5]=[CH:6][C:7]([O:9][C:10]3[C:19]4[C:14](=[CH:15][C:16]([O:22][CH3:23])=[C:17]([O:20][CH3:21])[CH:18]=4)[N:13]=[CH:12][CH:11]=3)=[CH:8][C:2]=2[Cl:1])=[O:41])[CH3:51])[CH:47]=[CH:48][CH:49]=1. (4) Given the reactants [ClH:1].C[O:3][C:4]1[C:15]2[C:16]3[N:8]([NH:9][CH2:10][C:11]=3[C@H:12]([CH:18]3[CH:23]4[CH2:24][CH2:25][N:20]([CH2:21][CH2:22]4)[CH2:19]3)[C:13](=[O:17])[CH:14]=2)[CH:7]=[CH:6][N:5]=1.Br, predict the reaction product. The product is: [ClH:1].[OH:3][C:4]1[C:15]2[C:16]3[N:8]([NH:9][CH2:10][C:11]=3[C@H:12]([CH:18]3[CH:23]4[CH2:24][CH2:25][N:20]([CH2:21][CH2:22]4)[CH2:19]3)[C:13](=[O:17])[CH:14]=2)[CH:7]=[CH:6][N:5]=1. (5) Given the reactants [OH:1][C:2]1[CH:3]=[C:4]2[C:9](=[CH:10][CH:11]=1)[C:8](=[O:12])[N:7]([C:13]1[CH:18]=[CH:17][C:16]([N:19]3[CH2:25][CH2:24][CH2:23][N:22]([CH3:26])[CH2:21][CH2:20]3)=[CH:15][CH:14]=1)[CH2:6][CH2:5]2.CS([CH2:31][C@H:32]1[CH2:36][CH2:35][CH2:34][O:33]1)(=O)=O, predict the reaction product. The product is: [CH3:26][N:22]1[CH2:23][CH2:24][CH2:25][N:19]([C:16]2[CH:15]=[CH:14][C:13]([N:7]3[CH2:6][CH2:5][C:4]4[C:9](=[CH:10][CH:11]=[C:2]([O:1][CH2:31][C@H:32]5[CH2:36][CH2:35][CH2:34][O:33]5)[CH:3]=4)[C:8]3=[O:12])=[CH:18][CH:17]=2)[CH2:20][CH2:21]1. (6) Given the reactants [CH3:1][C:2]1[CH:7]=[CH:6][C:5]([S:8]([OH:10])=[O:9])=[CH:4][CH:3]=1.[F:11][C:12]1[CH:19]=[CH:18][C:17]([F:20])=[CH:16][C:13]=1[CH:14]=O.[CH:21]([NH2:23])=[O:22], predict the reaction product. The product is: [F:11][C:12]1[CH:19]=[CH:18][C:17]([F:20])=[CH:16][C:13]=1[CH:14]([S:8]([C:5]1[CH:6]=[CH:7][C:2]([CH3:1])=[CH:3][CH:4]=1)(=[O:10])=[O:9])[NH:23][CH:21]=[O:22]. (7) Given the reactants O[CH2:2][CH2:3][N:4]([CH3:14])[C:5](CC1CCCCC1)=[O:6].[O:15]=[S:16]1(=[O:39])[C:20]2[CH:21]=[CH:22][CH:23]=[CH:24][C:19]=2[C:18]([NH:25][C@@H:26]([CH2:31][C:32]2[CH:37]=[CH:36][C:35]([OH:38])=[CH:34][CH:33]=2)[C:27]([O:29][CH3:30])=[O:28])=[N:17]1.[C:53]1(P([C:53]2[CH:58]=[CH:57][CH:56]=[CH:55][CH:54]=2)[C:53]2[CH:58]=[CH:57][CH:56]=[CH:55][CH:54]=2)[CH:58]=[CH:57][CH:56]=[CH:55][CH:54]=1.C1CCN(C(N=NC(N2CCCCC2)=O)=O)CC1, predict the reaction product. The product is: [O:15]=[S:16]1(=[O:39])[C:20]2[CH:21]=[CH:22][CH:23]=[CH:24][C:19]=2[C:18]([NH:25][C@@H:26]([CH2:31][C:32]2[CH:33]=[CH:34][C:35]([O:38][CH2:2][CH2:3][N:4]([C:5]([CH:53]3[CH2:54][CH2:55][CH2:56][CH2:57][CH2:58]3)=[O:6])[CH3:14])=[CH:36][CH:37]=2)[C:27]([O:29][CH3:30])=[O:28])=[N:17]1.